This data is from Forward reaction prediction with 1.9M reactions from USPTO patents (1976-2016). The task is: Predict the product of the given reaction. (1) Given the reactants [C:1]([O:5][C:6]([NH:8][C@H:9]([C:38]([NH:40][CH2:41][CH2:42][CH2:43][CH2:44][O:45][C:46]1[CH:55]=[CH:54][CH:53]=[C:52]([OH:56])[C:47]=1[C:48]([O:50][CH3:51])=[O:49])=[O:39])[CH2:10][C:11]1[CH:16]=[CH:15][C:14]([N:17]([C:31](=[O:37])[C:32]([O:34]CC)=[O:33])[CH2:18][CH:19]([C:24]2[CH:29]=[CH:28][C:27]([OH:30])=[CH:26][CH:25]=2)[C:20]([O:22]C)=[O:21])=[CH:13][CH:12]=1)=[O:7])([CH3:4])([CH3:3])[CH3:2].[OH-].[Na+], predict the reaction product. The product is: [C:1]([O:5][C:6]([NH:8][C@H:9]([C:38]([NH:40][CH2:41][CH2:42][CH2:43][CH2:44][O:45][C:46]1[CH:55]=[CH:54][CH:53]=[C:52]([OH:56])[C:47]=1[C:48]([O:50][CH3:51])=[O:49])=[O:39])[CH2:10][C:11]1[CH:16]=[CH:15][C:14]([N:17]([C:31]([C:32]([OH:34])=[O:33])=[O:37])[CH2:18][CH:19]([C:20]([OH:22])=[O:21])[C:24]2[CH:25]=[CH:26][C:27]([OH:30])=[CH:28][CH:29]=2)=[CH:13][CH:12]=1)=[O:7])([CH3:4])([CH3:2])[CH3:3]. (2) Given the reactants C[O:2][C:3](=O)[C:4]1[CH:9]=[CH:8][CH:7]=[C:6]([NH:10][S:11]([CH2:14][CH2:15][CH3:16])(=[O:13])=[O:12])[C:5]=1[F:17].[AlH4-].[Li+], predict the reaction product. The product is: [F:17][C:5]1[C:4]([CH2:3][OH:2])=[CH:9][CH:8]=[CH:7][C:6]=1[NH:10][S:11]([CH2:14][CH2:15][CH3:16])(=[O:13])=[O:12]. (3) Given the reactants [Cl:1][C:2]1[CH:7]=[CH:6][C:5]([S:8][C:9]2[CH:14]=[CH:13][CH:12]=[CH:11][C:10]=2[CH:15]=[CH:16][C:17]([OH:19])=O)=[CH:4][CH:3]=1.[NH2:20][CH:21]([CH3:29])[CH2:22][CH2:23][CH2:24][C:25]([CH3:28])([OH:27])[CH3:26], predict the reaction product. The product is: [Cl:1][C:2]1[CH:3]=[CH:4][C:5]([S:8][C:9]2[CH:14]=[CH:13][CH:12]=[CH:11][C:10]=2/[CH:15]=[CH:16]/[C:17]([NH:20][CH:21]([CH3:29])[CH2:22][CH2:23][CH2:24][C:25]([OH:27])([CH3:28])[CH3:26])=[O:19])=[CH:6][CH:7]=1. (4) Given the reactants [C:1]([O:5][C:6](=[O:24])[NH:7][C:8]1[CH:13]=[C:12]([O:14][CH2:15][CH2:16][O:17][CH3:18])[C:11]([C:19]([F:22])([F:21])[F:20])=[CH:10][C:9]=1[NH2:23])([CH3:4])([CH3:3])[CH3:2].C([O:29][C:30](=O)[CH2:31][C:32](=[O:45])[C:33]1[CH:38]=[CH:37][CH:36]=[C:35]([C:39]2[CH:40]=[N:41][CH:42]=[CH:43][CH:44]=2)[CH:34]=1)(C)(C)C, predict the reaction product. The product is: [C:1]([O:5][C:6](=[O:24])[NH:7][C:8]1[CH:13]=[C:12]([O:14][CH2:15][CH2:16][O:17][CH3:18])[C:11]([C:19]([F:22])([F:21])[F:20])=[CH:10][C:9]=1[NH:23][C:30](=[O:29])[CH2:31][C:32](=[O:45])[C:33]1[CH:38]=[CH:37][CH:36]=[C:35]([C:39]2[CH:40]=[N:41][CH:42]=[CH:43][CH:44]=2)[CH:34]=1)([CH3:4])([CH3:2])[CH3:3]. (5) The product is: [N:15]([CH2:18][C@H:19]1[CH2:23][CH2:22][CH2:21][C@@H:20]1[N:24]([C:2]1[CH:11]=[C:10]([CH3:12])[C:9]2[C:4](=[CH:5][CH:6]=[C:7]([O:13][CH3:14])[CH:8]=2)[N:3]=1)[C:25](=[O:31])[O:26][C:27]([CH3:29])([CH3:28])[CH3:30])=[N+:16]=[N-:17]. Given the reactants Cl[C:2]1[CH:11]=[C:10]([CH3:12])[C:9]2[C:4](=[CH:5][CH:6]=[C:7]([O:13][CH3:14])[CH:8]=2)[N:3]=1.[N:15]([CH2:18][C@H:19]1[CH2:23][CH2:22][CH2:21][C@@H:20]1[NH:24][C:25](=[O:31])[O:26][C:27]([CH3:30])([CH3:29])[CH3:28])=[N+:16]=[N-:17].CC([O-])(C)C.[Na+].C1C=CC(P(C2C(C3C(P(C4C=CC=CC=4)C4C=CC=CC=4)=CC=C4C=3C=CC=C4)=C3C(C=CC=C3)=CC=2)C2C=CC=CC=2)=CC=1, predict the reaction product.